Dataset: Reaction yield outcomes from USPTO patents with 853,638 reactions. Task: Predict the reaction yield, written as a fraction of the theoretical maximum amount of product (1.0 means a 100% yield; for example, 0.34 means a 34% yield). (1) The reactants are [CH3:1][O:2][C:3]1[CH:4]=[C:5]2[C:9](=[C:10]([CH3:12])[CH:11]=1)[NH:8][CH:7]=[C:6]2[C:13]1[CH2:14][CH2:15][N:16]([CH3:19])[CH2:17][CH:18]=1.[BH4-].[Na+].FC(F)(F)C(O)=O.Cl.[OH-].[Na+]. The catalyst is O1CCCC1.C(OCC)(=O)C. The product is [CH3:1][O:2][C:3]1[CH:4]=[C:5]2[C:9](=[C:10]([CH3:12])[CH:11]=1)[NH:8][CH:7]=[C:6]2[CH:13]1[CH2:18][CH2:17][N:16]([CH3:19])[CH2:15][CH2:14]1. The yield is 0.760. (2) The reactants are [C:1]1([C:28]2[CH:33]=[CH:32][CH:31]=[CH:30][CH:29]=2)[CH:6]=[CH:5][C:4]([S:7]([N:10]2[CH2:14][CH2:13][S:12][CH:11]2[C:15]([NH:17][CH:18]([C:22]2[CH:27]=[CH:26][CH:25]=[CH:24][CH:23]=2)[C:19](O)=[O:20])=[O:16])(=[O:9])=[O:8])=[CH:3][CH:2]=1.[NH3:34].O1CCOCC1.C1C=CC2N(O)N=NC=2C=1.CCN=C=NCCCN(C)C.Cl. The catalyst is C1COCC1.CN(C1C=CN=CC=1)C.CCOC(C)=O. The product is [NH2:34][C:19](=[O:20])[CH:18]([NH:17][C:15]([CH:11]1[N:10]([S:7]([C:4]2[CH:3]=[CH:2][C:1]([C:28]3[CH:29]=[CH:30][CH:31]=[CH:32][CH:33]=3)=[CH:6][CH:5]=2)(=[O:9])=[O:8])[CH2:14][CH2:13][S:12]1)=[O:16])[C:22]1[CH:27]=[CH:26][CH:25]=[CH:24][CH:23]=1. The yield is 0.800. (3) The reactants are I[C:2]1[CH:7]=[CH:6][N:5]=[C:4]([Cl:8])[CH:3]=1.C(OC([N:16]1[C:20]([CH:21]2[CH2:23][CH2:22]2)=[CH:19][C:18]([NH2:24])=[N:17]1)=O)(C)(C)C.CC1(C)C2C(=C(P(C3C=CC=CC=3)C3C=CC=CC=3)C=CC=2)OC2C(P(C3C=CC=CC=3)C3C=CC=CC=3)=CC=CC1=2.C([O-])([O-])=O.[Cs+].[Cs+]. The catalyst is C1(C)C=CC=CC=1.C1C=CC(/C=C/C(/C=C/C2C=CC=CC=2)=O)=CC=1.C1C=CC(/C=C/C(/C=C/C2C=CC=CC=2)=O)=CC=1.C1C=CC(/C=C/C(/C=C/C2C=CC=CC=2)=O)=CC=1.[Pd].[Pd]. The product is [Cl:8][C:4]1[CH:3]=[C:2]([NH:24][C:18]2[CH:19]=[C:20]([CH:21]3[CH2:23][CH2:22]3)[NH:16][N:17]=2)[CH:7]=[CH:6][N:5]=1. The yield is 0.480. (4) The reactants are [NH2:1][CH2:2][C:3]([N:5]1[C:13]2[C:8](=[CH:9][C:10](/[CH:14]=[CH:15]/[CH:16]([C:21]3[CH:26]=[C:25]([Cl:27])[C:24]([F:28])=[C:23]([Cl:29])[CH:22]=3)[C:17]([F:20])([F:19])[F:18])=[CH:11][CH:12]=2)[CH:7]=[CH:6]1)=[O:4].[F:30][C:31]([F:37])([F:36])[CH2:32][C:33](O)=[O:34].C1CN([P+](ON2N=NC3C=CC=CC2=3)(N2CCCC2)N2CCCC2)CC1.F[P-](F)(F)(F)(F)F.CCN(C(C)C)C(C)C. The catalyst is C(Cl)Cl. The product is [Cl:27][C:25]1[CH:26]=[C:21]([CH:16]([C:17]([F:19])([F:20])[F:18])/[CH:15]=[CH:14]/[C:10]2[CH:9]=[C:8]3[C:13](=[CH:12][CH:11]=2)[N:5]([C:3](=[O:4])[CH2:2][NH:1][C:33](=[O:34])[CH2:32][C:31]([F:37])([F:36])[F:30])[CH:6]=[CH:7]3)[CH:22]=[C:23]([Cl:29])[C:24]=1[F:28]. The yield is 0.600.